Task: Predict the reaction yield, written as a fraction of the theoretical maximum amount of product (1.0 means a 100% yield; for example, 0.34 means a 34% yield).. Dataset: Reaction yield outcomes from USPTO patents with 853,638 reactions (1) The reactants are N[C:2]1[CH:3]=[C:4]([CH:8]([CH3:11])[C:9]#[N:10])[CH:5]=[CH:6][CH:7]=1.[OH:12]S(O)(=O)=O.N([O-])=O.[Na+].C(OCC)(=O)C. The catalyst is O. The product is [OH:12][C:2]1[CH:3]=[C:4]([CH:8]([CH3:11])[C:9]#[N:10])[CH:5]=[CH:6][CH:7]=1. The yield is 1.00. (2) The reactants are [H-].[Na+].F[C:4]1[CH:5]=[C:6]2[C:11](=[CH:12][C:13]=1[O:14][CH3:15])[N:10]=[C:9]([C:16]1[CH:21]=[CH:20][CH:19]=[C:18]([C:22]([F:25])([F:24])[F:23])[CH:17]=1)[C:8]([CH3:26])=[C:7]2[C:27]([OH:29])=[O:28].[CH3:30][S-:31].[Na+].I[CH3:34]. The catalyst is CS(C)=O.CCOCC. The product is [CH3:26][C:8]1[C:9]([C:16]2[CH:21]=[CH:20][CH:19]=[C:18]([C:22]([F:23])([F:25])[F:24])[CH:17]=2)=[N:10][C:11]2[C:6]([C:7]=1[C:27]([O:29][CH3:34])=[O:28])=[CH:5][C:4]([S:31][CH3:30])=[C:13]([O:14][CH3:15])[CH:12]=2. The yield is 0.820. (3) The reactants are [Br:1][C:2]1[CH:7]=[CH:6][C:5]([OH:8])=[CH:4][C:3]=1/[CH:9]=[CH:10]/[C:11]([O:13][CH2:14][CH3:15])=[O:12].C(=O)([O-])[O-].[K+].[K+].[CH2:22](Br)[C:23]1[CH:28]=[CH:27][CH:26]=[CH:25][CH:24]=1. The catalyst is CN(C=O)C.O. The product is [CH2:22]([O:8][C:5]1[CH:6]=[CH:7][C:2]([Br:1])=[C:3](/[CH:9]=[CH:10]/[C:11]([O:13][CH2:14][CH3:15])=[O:12])[CH:4]=1)[C:23]1[CH:28]=[CH:27][CH:26]=[CH:25][CH:24]=1. The yield is 0.930. (4) The reactants are [NH2:1][C:2]1[C:11]2[S:10](=[O:13])(=[O:12])[N:9]=[C:8]([C:14]3[C:15](=[O:30])[N:16]([NH:25][CH2:26][CH:27]([CH3:29])[CH3:28])[C:17]4[C:22]([C:23]=3[OH:24])=[CH:21][CH:20]=[CH:19][CH:18]=4)[NH:7][C:6]=2[CH:5]=[CH:4][C:3]=1[OH:31].[OH2:32].[C:33]1([CH3:43])C=CC(S(O)(=O)=O)=C[CH:34]=1.CN(C)[CH:46]=[O:47]. No catalyst specified. The product is [OH:24][C:23]1[C:22]2[C:17](=[CH:18][CH:19]=[CH:20][CH:21]=2)[N:16]([NH:25][CH2:26][CH:27]([CH3:29])[CH3:28])[C:15](=[O:30])[C:14]=1[C:8]1[NH:7][C:6]2[CH:5]=[CH:4][C:3]3[O:31][C:43]([CH2:33][C:34]([O:47][CH3:46])=[O:32])=[N:1][C:2]=3[C:11]=2[S:10](=[O:12])(=[O:13])[N:9]=1. The yield is 0.450. (5) The reactants are [Br:1][C:2]1[C:10]2[C:5](=[CH:6][C:7]([S:11](Cl)(=[O:13])=[O:12])=[CH:8][CH:9]=2)[N:4]([CH3:15])[CH:3]=1.[O:16]1[CH:20]=[CH:19][C:18]([NH2:21])=[N:17]1.C1COCC1.C[Si]([N-][Si](C)(C)C)(C)C.[Li+]. The catalyst is Cl.CCOC(C)=O. The product is [Br:1][C:2]1[C:10]2[C:5](=[CH:6][C:7]([S:11]([NH:21][C:18]3[CH:19]=[CH:20][O:16][N:17]=3)(=[O:13])=[O:12])=[CH:8][CH:9]=2)[N:4]([CH3:15])[CH:3]=1. The yield is 1.04.